From a dataset of Full USPTO retrosynthesis dataset with 1.9M reactions from patents (1976-2016). Predict the reactants needed to synthesize the given product. (1) Given the product [Cl:16][C:13]1[CH:14]=[CH:15][C:6]([O:5][CH2:4][C:3]([OH:34])=[O:2])=[C:7]2[C:12]=1[N:11]=[C:10]([O:17][CH:18]([F:19])[F:20])[C:9]([CH2:21][C:22]1[CH:27]=[CH:26][C:25]([S:28]([CH3:31])(=[O:29])=[O:30])=[CH:24][C:23]=1[Cl:32])=[C:8]2[CH3:33], predict the reactants needed to synthesize it. The reactants are: C[O:2][C:3](=[O:34])[CH2:4][O:5][C:6]1[CH:15]=[CH:14][C:13]([Cl:16])=[C:12]2[C:7]=1[C:8]([CH3:33])=[C:9]([CH2:21][C:22]1[CH:27]=[CH:26][C:25]([S:28]([CH3:31])(=[O:30])=[O:29])=[CH:24][C:23]=1[Cl:32])[C:10]([O:17][CH:18]([F:20])[F:19])=[N:11]2.CO.[OH-].[Li+]. (2) Given the product [C:49]([CH2:48][NH:47][C:1]([C:4]1[N:5]=[C:6]([N:9]2[CH2:12][CH:11]([S:13][C:14]3[C@H:15]([CH3:45])[C@@H:16]4[C@@H:33]([C@H:34]([O:36][Si:37]([C:40]([CH3:42])([CH3:41])[CH3:43])([CH3:39])[CH3:38])[CH3:35])[C:32](=[O:44])[N:17]4[C:18]=3[C:19]([O:21][CH2:22][C:23]3[CH:24]=[CH:25][C:26]([N+:29]([O-:31])=[O:30])=[CH:27][CH:28]=3)=[O:20])[CH2:10]2)[S:7][CH:8]=1)=[O:2])(=[O:50])[NH2:51], predict the reactants needed to synthesize it. The reactants are: [C:1]([C:4]1[N:5]=[C:6]([N:9]2[CH2:12][CH:11]([S:13][C:14]3[C@H:15]([CH3:45])[C@@H:16]4[C@@H:33]([C@H:34]([O:36][Si:37]([C:40]([CH3:43])([CH3:42])[CH3:41])([CH3:39])[CH3:38])[CH3:35])[C:32](=[O:44])[N:17]4[C:18]=3[C:19]([O:21][CH2:22][C:23]3[CH:28]=[CH:27][C:26]([N+:29]([O-:31])=[O:30])=[CH:25][CH:24]=3)=[O:20])[CH2:10]2)[S:7][CH:8]=1)(O)=[O:2].Cl.[NH2:47][CH2:48][C:49]([NH2:51])=[O:50].C(P(C#N)(CC)=O)C.C(N(CC)CC)C. (3) The reactants are: [CH2:1]([O:8][C:9]1[CH:18]=[CH:17][CH:16]=[C:15]2[C:10]=1[CH2:11][CH2:12][CH2:13][CH:14]2[C:19]([N:21]([C:28]1[CH:33]=[CH:32][C:31]([CH:34]([CH3:36])[CH3:35])=[CH:30][CH:29]=1)[CH2:22][C:23]1[CH:24]=[N:25][NH:26][CH:27]=1)=[O:20])[C:2]1[CH:7]=[CH:6][CH:5]=[CH:4][CH:3]=1.[CH3:37]I. Given the product [CH2:1]([O:8][C:9]1[CH:18]=[CH:17][CH:16]=[C:15]2[C:10]=1[CH2:11][CH2:12][CH2:13][CH:14]2[C:19]([N:21]([C:28]1[CH:29]=[CH:30][C:31]([CH:34]([CH3:36])[CH3:35])=[CH:32][CH:33]=1)[CH2:22][C:23]1[CH:27]=[N:26][N:25]([CH3:37])[CH:24]=1)=[O:20])[C:2]1[CH:3]=[CH:4][CH:5]=[CH:6][CH:7]=1, predict the reactants needed to synthesize it. (4) Given the product [F:19][C:20]([F:28])([F:27])[C:21]([C:22]1[C:10]([C:12]2[CH:17]=[CH:16][C:15]([F:18])=[CH:14][CH:13]=2)=[C:3]2[C:4]3[CH2:9][CH2:8][CH2:7][C:5]=3[S:6][C:2]2=[N:1][C:23]=1[CH3:24])=[O:26], predict the reactants needed to synthesize it. The reactants are: [NH2:1][C:2]1[S:6][C:5]2[CH2:7][CH2:8][CH2:9][C:4]=2[C:3]=1[C:10]([C:12]1[CH:17]=[CH:16][C:15]([F:18])=[CH:14][CH:13]=1)=O.[F:19][C:20]([F:28])([F:27])[C:21](=[O:26])[CH2:22][C:23](=O)[CH3:24]. (5) Given the product [F:13][CH2:12][CH2:11][N:10]1[C:23]2[CH2:24][CH2:25][CH:20]([CH:17]3[CH2:16][CH2:15][O:14][CH2:19][CH2:18]3)[CH2:21][C:22]=2[C:2]2[C:9]1=[CH:8][CH:7]=[C:4]([C:5]#[N:6])[CH:3]=2, predict the reactants needed to synthesize it. The reactants are: Cl[C:2]1[CH:3]=[C:4]([CH:7]=[CH:8][C:9]=1[NH:10][CH2:11][CH2:12][F:13])[C:5]#[N:6].[O:14]1[CH2:19][CH2:18][CH:17]([CH:20]2[CH2:25][CH2:24][C:23](=O)[CH2:22][CH2:21]2)[CH2:16][CH2:15]1.C(O)(=O)C.S([O-])([O-])(=O)=O.[Mg+2].P([O-])([O-])([O-])=O.[K+].[K+].[K+].